From a dataset of Full USPTO retrosynthesis dataset with 1.9M reactions from patents (1976-2016). Predict the reactants needed to synthesize the given product. (1) Given the product [CH:9]1([NH:8][C:6]2[N:7]=[C:2]([OH:18])[CH:3]=[CH:4][C:5]=2[N+:15]([O-:17])=[O:16])[CH2:14][CH2:13][CH2:12][CH2:11][CH2:10]1, predict the reactants needed to synthesize it. The reactants are: Cl[C:2]1[N:7]=[C:6]([NH:8][CH:9]2[CH2:14][CH2:13][CH2:12][CH2:11][CH2:10]2)[C:5]([N+:15]([O-:17])=[O:16])=[CH:4][CH:3]=1.[OH-:18].[K+]. (2) Given the product [CH3:22][C:21]1[C:16]([N:13]2[CH2:14][CH2:15][N:10]([C:8]([C:5]3[CH:6]=[CH:7][C:2]([N:30]4[C@H:29]([CH2:31][O:32][C:33](=[O:40])[C:34]5[CH:39]=[CH:38][CH:37]=[CH:36][CH:35]=5)[CH2:28][O:27][C:26]4=[O:25])=[C:3]([F:24])[CH:4]=3)=[O:9])[CH2:11][CH2:12]2)=[N:17][CH:18]=[C:19]([CH3:23])[CH:20]=1, predict the reactants needed to synthesize it. The reactants are: Br[C:2]1[CH:7]=[CH:6][C:5]([C:8]([N:10]2[CH2:15][CH2:14][N:13]([C:16]3[C:21]([CH3:22])=[CH:20][C:19]([CH3:23])=[CH:18][N:17]=3)[CH2:12][CH2:11]2)=[O:9])=[CH:4][C:3]=1[F:24].[O:25]=[C:26]1[NH:30][C@H:29]([CH2:31][O:32][C:33](=[O:40])[C:34]2[CH:39]=[CH:38][CH:37]=[CH:36][CH:35]=2)[CH2:28][O:27]1.